From a dataset of Full USPTO retrosynthesis dataset with 1.9M reactions from patents (1976-2016). Predict the reactants needed to synthesize the given product. (1) The reactants are: [C:1]([O:5][C:6](=[O:31])[N:7]([CH:9]1[CH2:14][CH2:13][CH:12]([NH:15][CH2:16][C:17]2[CH:22]=[C:21]([C:23]3[CH:28]=[CH:27][N:26]=[CH:25][CH:24]=3)[CH:20]=[CH:19][C:18]=2[CH2:29][CH3:30])[CH2:11][CH2:10]1)[CH3:8])([CH3:4])([CH3:3])[CH3:2].[Cl:32][C:33]1[C:34]2[C:44]([F:45])=[CH:43][CH:42]=[C:41]([F:46])[C:35]=2[S:36][C:37]=1[C:38](Cl)=[O:39]. Given the product [C:1]([O:5][C:6](=[O:31])[N:7]([CH:9]1[CH2:14][CH2:13][CH:12]([N:15]([C:38]([C:37]2[S:36][C:35]3[C:41]([F:46])=[CH:42][CH:43]=[C:44]([F:45])[C:34]=3[C:33]=2[Cl:32])=[O:39])[CH2:16][C:17]2[CH:22]=[C:21]([C:23]3[CH:24]=[CH:25][N:26]=[CH:27][CH:28]=3)[CH:20]=[CH:19][C:18]=2[CH2:29][CH3:30])[CH2:11][CH2:10]1)[CH3:8])([CH3:4])([CH3:3])[CH3:2], predict the reactants needed to synthesize it. (2) Given the product [C:3]([O:7][C:8]([N:10]1[CH2:15][C@H:14]([CH2:16][OH:17])[N:13]([CH2:21][C:22]([N:24]2[C:32]3[C:27](=[N:28][CH:29]=[C:30]([CH2:33][C:34]4[CH:35]=[CH:36][C:37]([F:40])=[CH:38][CH:39]=4)[CH:31]=3)[C:26]([CH3:42])([CH3:41])[CH2:25]2)=[O:23])[CH2:12][C@H:11]1[CH3:18])=[O:9])([CH3:6])([CH3:5])[CH3:4], predict the reactants needed to synthesize it. The reactants are: [I-].[K+].[C:3]([O:7][C:8]([N:10]1[CH2:15][C@H:14]([CH2:16][OH:17])[NH:13][CH2:12][C@H:11]1[CH3:18])=[O:9])([CH3:6])([CH3:5])[CH3:4].Cl.Cl[CH2:21][C:22]([N:24]1[C:32]2[C:27](=[N:28][CH:29]=[C:30]([CH2:33][C:34]3[CH:39]=[CH:38][C:37]([F:40])=[CH:36][CH:35]=3)[CH:31]=2)[C:26]([CH3:42])([CH3:41])[CH2:25]1)=[O:23].